Dataset: Catalyst prediction with 721,799 reactions and 888 catalyst types from USPTO. Task: Predict which catalyst facilitates the given reaction. (1) Reactant: Cl.[Cl:2][C:3]1[C:4]([N:9]2[CH2:30][CH2:29][C:12]3[N:13]=[CH:14][N:15]=[C:16]([NH:17][C:18]4[CH:26]=[C:25]5[C:21]([C:22]([CH3:28])([CH3:27])[CH2:23][NH:24]5)=[CH:20][CH:19]=4)[C:11]=3[CH2:10]2)=[N:5][CH:6]=[CH:7][CH:8]=1.[CH3:31]N(C=O)C.C([O-])([O-])=O.[K+].[K+].CI. Product: [Cl:2][C:3]1[C:4]([N:9]2[CH2:30][CH2:29][C:12]3[N:13]=[CH:14][N:15]=[C:16]([NH:17][C:18]4[CH:26]=[C:25]5[C:21]([C:22]([CH3:27])([CH3:28])[CH2:23][N:24]5[CH3:31])=[CH:20][CH:19]=4)[C:11]=3[CH2:10]2)=[N:5][CH:6]=[CH:7][CH:8]=1. The catalyst class is: 25. (2) Reactant: [Cl:1][C:2]1[CH:7]=[CH:6][C:5]([C:8]2[CH:9]=[C:10]([NH2:20])[CH:11]=[N:12][C:13]=2[O:14][CH2:15][C:16]([F:19])([F:18])[F:17])=[CH:4][CH:3]=1.[O:21]1[CH2:25][CH2:24][CH2:23][CH:22]1[C:26](O)=[O:27]. Product: [Cl:1][C:2]1[CH:3]=[CH:4][C:5]([C:8]2[CH:9]=[C:10]([NH:20][C:26]([CH:22]3[CH2:23][CH2:24][CH2:25][O:21]3)=[O:27])[CH:11]=[N:12][C:13]=2[O:14][CH2:15][C:16]([F:17])([F:18])[F:19])=[CH:6][CH:7]=1. The catalyst class is: 5. (3) Reactant: [Cl:1][C:2]1[CH:3]=[CH:4][C:5]([NH:8][C:9](=[O:38])[C:10]2[CH:15]=[CH:14][CH:13]=[C:12]([OH:16])[C:11]=2[NH:17][C:18](=[O:37])[C:19]2[CH:24]=[CH:23][C:22]([CH:25]3[CH2:30][CH2:29][CH2:28][N:27]([CH2:31][CH2:32][N:33]([CH3:35])[CH3:34])[C:26]3=[O:36])=[CH:21][CH:20]=2)=[N:6][CH:7]=1.C(OO)(=[O:41])C.C(=O)([O-])O.[Na+]. Product: [Cl:1][C:2]1[CH:3]=[CH:4][C:5]([NH:8][C:9](=[O:38])[C:10]2[CH:15]=[CH:14][CH:13]=[C:12]([OH:16])[C:11]=2[NH:17][C:18](=[O:37])[C:19]2[CH:24]=[CH:23][C:22]([CH:25]3[CH2:30][CH2:29][CH2:28][N:27]([CH2:31][CH2:32][N+:33]([CH3:35])([CH3:34])[O-:41])[C:26]3=[O:36])=[CH:21][CH:20]=2)=[N:6][CH:7]=1. The catalyst class is: 9.